Dataset: Full USPTO retrosynthesis dataset with 1.9M reactions from patents (1976-2016). Task: Predict the reactants needed to synthesize the given product. (1) Given the product [CH3:18][O:17][CH2:16][CH2:15][O:14][C:9]1[CH:10]=[CH:11][CH:12]=[CH:13][C:8]=1[C:6]1[N:23]=[C:21]([CH3:22])[NH:24][C:4](=[O:19])[CH:5]=1, predict the reactants needed to synthesize it. The reactants are: C(O[C:4](=[O:19])[CH2:5][C:6]([C:8]1[CH:13]=[CH:12][CH:11]=[CH:10][C:9]=1[O:14][CH2:15][CH2:16][O:17][CH3:18])=O)C.Cl.[C:21]([NH2:24])(=[NH:23])[CH3:22].C(O[K])(C)(C)C.Cl. (2) Given the product [NH2:24][C:25]1[CH:30]=[CH:29][C:28]([C:2]2[C:7]3[O:8][C:9]([NH:11][C:12]4[CH:17]=[C:16]([O:18][CH3:19])[C:15]([O:20][CH3:21])=[C:14]([O:22][CH3:23])[CH:13]=4)=[N:10][C:6]=3[CH:5]=[CH:4][N:3]=2)=[CH:27][CH:26]=1, predict the reactants needed to synthesize it. The reactants are: Br[C:2]1[C:7]2[O:8][C:9]([NH:11][C:12]3[CH:17]=[C:16]([O:18][CH3:19])[C:15]([O:20][CH3:21])=[C:14]([O:22][CH3:23])[CH:13]=3)=[N:10][C:6]=2[CH:5]=[CH:4][N:3]=1.[NH2:24][C:25]1[CH:30]=[CH:29][C:28](B(O)O)=[CH:27][CH:26]=1.C([O-])([O-])=O.[Na+].[Na+]. (3) Given the product [CH2:29]([C:25]1[CH:26]=[C:27]([CH3:28])[C:22]([N:19]2[CH2:20][CH2:21][N:16]([C:14]([C:11]3[CH:10]=[CH:9][C:8]([N:1]4[CH2:5][CH2:4][CH2:3][C:2]4=[O:6])=[N:13][CH:12]=3)=[O:15])[CH2:17][CH2:18]2)=[N:23][CH:24]=1)[CH3:30], predict the reactants needed to synthesize it. The reactants are: [NH:1]1[CH2:5][CH2:4][CH2:3][C:2]1=[O:6].Br[C:8]1[N:13]=[CH:12][C:11]([C:14]([N:16]2[CH2:21][CH2:20][N:19]([C:22]3[C:27]([CH3:28])=[CH:26][C:25]([CH2:29][CH3:30])=[CH:24][N:23]=3)[CH2:18][CH2:17]2)=[O:15])=[CH:10][CH:9]=1. (4) Given the product [NH2:1][C:4]1[CH:9]=[CH:8][C:7]([N:10]2[CH2:15][CH2:14][N:13]([CH2:26][CH2:23][CH2:24][NH:20][C:21](=[O:30])[O:42][C:43]([CH3:46])([CH3:45])[CH3:44])[CH2:12][CH2:11]2)=[CH:6][CH:5]=1, predict the reactants needed to synthesize it. The reactants are: [N+:1]([C:4]1[CH:9]=[CH:8][C:7]([N:10]2[CH2:15][CH2:14][NH:13][CH2:12][CH2:11]2)=[CH:6][CH:5]=1)([O-])=O.BrCCC[N:20]1[C:24](=O)[C:23]2=[CH:26]C=CC=C2[C:21]1=[O:30].C(=O)([O-])[O-].[K+].[K+].O.NN.C(OC([O:42][C:43]([CH3:46])([CH3:45])[CH3:44])=O)([O:42][C:43]([CH3:46])([CH3:45])[CH3:44])=O. (5) Given the product [Cl:1][C:2]1[N:7]=[C:6]([C:8]2[C:9]([C:10]3[CH:11]=[CH:12][C:13]([CH3:23])=[C:14]([NH:16][C:17](=[O:22])[C:18]([F:19])([F:20])[F:21])[CH:15]=3)=[N:25][N:26]3[CH:31]=[CH:30][CH:29]=[CH:28][C:27]=23)[CH:5]=[CH:4][N:3]=1, predict the reactants needed to synthesize it. The reactants are: [Cl:1][C:2]1[N:7]=[C:6]([C:8]#[C:9][C:10]2[CH:11]=[CH:12][C:13]([CH3:23])=[C:14]([NH:16][C:17](=[O:22])[C:18]([F:21])([F:20])[F:19])[CH:15]=2)[CH:5]=[CH:4][N:3]=1.[I-].[NH2:25][N+:26]1[CH:31]=[CH:30][CH:29]=[CH:28][CH:27]=1.C([O-])([O-])=O.[K+].[K+]. (6) Given the product [C:1]([N:5]1[C:9](=[O:10])[C:8]([NH:31][CH2:30][CH:21]2[O:20][C:25]3[CH:26]=[CH:27][CH:28]=[CH:29][C:24]=3[O:23][CH2:22]2)=[C:7]([C:12]2[CH:17]=[CH:16][CH:15]=[CH:14][CH:13]=2)[S:6]1(=[O:19])=[O:18])([CH3:4])([CH3:3])[CH3:2], predict the reactants needed to synthesize it. The reactants are: [C:1]([N:5]1[C:9](=[O:10])[C:8](Cl)=[C:7]([C:12]2[CH:17]=[CH:16][CH:15]=[CH:14][CH:13]=2)[S:6]1(=[O:19])=[O:18])([CH3:4])([CH3:3])[CH3:2].[O:20]1[C:25]2[CH:26]=[CH:27][CH:28]=[CH:29][C:24]=2[O:23][CH2:22][CH:21]1[CH2:30][NH2:31].